Dataset: Full USPTO retrosynthesis dataset with 1.9M reactions from patents (1976-2016). Task: Predict the reactants needed to synthesize the given product. (1) Given the product [CH2:4]([C:6]1[C:14]2[N:13]3[CH:15]=[CH:16][N:17]=[C:12]3[CH:11]=[N:10][C:9]=2[NH:8][C:7]=1[C:18]1[CH:23]=[CH:22][C:21]([C:24]([OH:26])([CH3:1])[CH3:25])=[CH:20][CH:19]=1)[CH3:5], predict the reactants needed to synthesize it. The reactants are: [CH3:1][Mg]Cl.[CH2:4]([C:6]1[C:14]2[N:13]3[CH:15]=[CH:16][N:17]=[C:12]3[CH:11]=[N:10][C:9]=2[NH:8][C:7]=1[C:18]1[CH:23]=[CH:22][C:21]([C:24](=[O:26])[CH3:25])=[CH:20][CH:19]=1)[CH3:5]. (2) Given the product [N:2]1[NH:16][N:17]=[N:18][C:1]=1[CH:3]1[CH2:8][O:7][CH2:6][CH2:5][N:4]1[C:9]([O:11][C:12]([CH3:15])([CH3:14])[CH3:13])=[O:10], predict the reactants needed to synthesize it. The reactants are: [C:1]([CH:3]1[CH2:8][O:7][CH2:6][CH2:5][N:4]1[C:9]([O:11][C:12]([CH3:15])([CH3:14])[CH3:13])=[O:10])#[N:2].[N-:16]=[N+:17]=[N-:18].[Na+].[Cl-].[NH4+]. (3) Given the product [CH3:1][O:2][C:3](=[O:10])[C:4]1[CH:5]=[C:6]([OH:27])[CH:7]=[C:8]([O:14][CH2:11][C:18]2[CH:23]=[CH:22][CH:21]=[CH:20][CH:19]=2)[CH:9]=1, predict the reactants needed to synthesize it. The reactants are: [CH3:1][O:2][C:3](=[O:10])[C:4]1[CH2:5][CH2:6][CH2:7][CH2:8][CH:9]=1.[C:11](=[O:14])([O-])[O-].[K+].[K+].C(Br)[C:18]1[CH:23]=[CH:22][CH:21]=[CH:20][CH:19]=1.CC(C)=[O:27]. (4) Given the product [Cl:15][C:16]1[CH:22]=[C:21]([N+:23]([O-:25])=[O:24])[CH:20]=[CH:19][C:17]=1[NH:18][C:5](=[O:7])[C:4]1[C:8]([CH:11]([CH3:13])[CH3:12])=[CH:9][CH:10]=[C:2]([CH3:1])[C:3]=1[OH:14], predict the reactants needed to synthesize it. The reactants are: [CH3:1][C:2]1[CH:10]=[CH:9][C:8]([CH:11]([CH3:13])[CH3:12])=[C:4]([C:5]([OH:7])=O)[C:3]=1[OH:14].[Cl:15][C:16]1[CH:22]=[C:21]([N+:23]([O-:25])=[O:24])[CH:20]=[CH:19][C:17]=1[NH2:18]. (5) Given the product [CH3:1][C:2]1[CH:3]=[C:4]2[C:5]([CH2:6][O:8][C:9]2=[O:10])=[CH:11][CH:12]=1.[CH3:1][C:2]1[CH:3]=[C:4]2[C:5](=[CH:11][CH:12]=1)[C:6](=[O:7])[O:8][CH2:9]2, predict the reactants needed to synthesize it. The reactants are: [CH3:1][C:2]1[CH:3]=[C:4]2[C:9](=[O:10])[O:8][C:6](=[O:7])[C:5]2=[CH:11][CH:12]=1.CC(O)=O.[BH4-].[Na+].